This data is from Reaction yield outcomes from USPTO patents with 853,638 reactions. The task is: Predict the reaction yield, written as a fraction of the theoretical maximum amount of product (1.0 means a 100% yield; for example, 0.34 means a 34% yield). The reactants are [NH2:1][C:2]1[CH:3]=[C:4]([CH:8]=[CH:9][C:10]=1[CH3:11])[C:5](O)=[O:6].C(Cl)CCl.C1C=CC2N(O)N=NC=2C=1.Cl.[CH3:27][NH:28][O:29][CH3:30]. The catalyst is CN(C=O)C.CCOC(C)=O. The product is [NH2:1][C:2]1[CH:3]=[C:4]([CH:8]=[CH:9][C:10]=1[CH3:11])[C:5]([N:28]([O:29][CH3:30])[CH3:27])=[O:6]. The yield is 0.447.